Dataset: Full USPTO retrosynthesis dataset with 1.9M reactions from patents (1976-2016). Task: Predict the reactants needed to synthesize the given product. Given the product [CH3:33][C:34]1[CH:39]=[C:38]([CH3:40])[N:37]=[C:36]([O:41][CH2:42][C:43]([N:45]([CH3:63])[CH:46]2[CH2:51][CH2:50][N:49]([CH2:52][C:53]3[CH:54]=[CH:55][C:56]([C:59]([F:62])([F:61])[F:60])=[CH:57][CH:58]=3)[CH2:48][CH2:47]2)=[O:44])[N:35]=1.[C:64]([OH:71])(=[O:70])/[CH:65]=[CH:66]\[C:67]([OH:69])=[O:68].[CH3:33][C:34]1[CH:39]=[C:38]([CH3:40])[N:37]=[C:36]([O:41][CH2:42][C:43]([N:45]([CH3:63])[CH:46]2[CH2:51][CH2:50][N:49]([CH2:52][C:53]3[CH:54]=[CH:55][C:56]([C:59]([F:62])([F:61])[F:60])=[CH:57][CH:58]=3)[CH2:48][CH2:47]2)=[O:44])[N:35]=1.[CH3:10][CH:11]([OH:13])[CH3:14].[CH:43]([O:44][CH:28]([CH3:27])[CH3:23])([CH3:1])[CH3:42], predict the reactants needed to synthesize it. The reactants are: [CH3:1]C1C=C(C)N=C(O[CH2:10][C:11]([OH:13])=O)N=1.[CH3:14]N[CH:14]1CCN(C[C:23]2[CH:28]=[CH:27][C:27](C(F)(F)F)=[CH:28][CH:23]=2)CC1.[CH3:33][C:34]1[CH:39]=[C:38]([CH3:40])[N:37]=[C:36]([O:41][CH2:42][C:43]([N:45]([CH3:63])[CH:46]2[CH2:51][CH2:50][N:49]([CH2:52][C:53]3[CH:58]=[CH:57][C:56]([C:59]([F:62])([F:61])[F:60])=[CH:55][CH:54]=3)[CH2:48][CH2:47]2)=[O:44])[N:35]=1.[C:64]([OH:71])(=[O:70])/[CH:65]=[CH:66]\[C:67]([OH:69])=[O:68].